From a dataset of Forward reaction prediction with 1.9M reactions from USPTO patents (1976-2016). Predict the product of the given reaction. (1) Given the reactants [CH:1]([O:3][CH2:4][CH3:5])=[CH2:2].[F:6][C:7]([F:18])([F:17])[C:8](O[C:8](=[O:9])[C:7]([F:18])([F:17])[F:6])=[O:9].O, predict the reaction product. The product is: [F:6][C:7]([F:18])([F:17])[C:8](=[O:9])[CH:2]=[CH:1][O:3][CH2:4][CH3:5]. (2) Given the reactants Cl[C:2]1([NH2:24])[N:7]=[C:6]2[C:8]([NH:14][CH2:15][CH:16]3[CH2:18][CH2:17]3)=[N:9][C:10](Cl)([NH2:12])[N:11]=[C:5]2[C:4]([NH:19][CH2:20][CH:21]2[CH2:23][CH2:22]2)=[N:3]1.[CH2:25](N)[CH3:26].O1CCO[CH2:30][CH2:29]1, predict the reaction product. The product is: [CH2:29]([NH:24][C:2]1[N:3]=[C:4]([NH:19][CH2:20][CH:21]2[CH2:23][CH2:22]2)[C:5]2[N:11]=[C:10]([NH:12][CH2:25][CH3:26])[N:9]=[C:8]([NH:14][CH2:15][CH:16]3[CH2:18][CH2:17]3)[C:6]=2[N:7]=1)[CH3:30]. (3) Given the reactants Cl.[NH2:2][CH:3]1[CH2:8][CH2:7][N:6]([CH2:9][C@@H:10]([C:12]2[C:13]([CH3:22])=[C:14]3[C:18](=[CH:19][CH:20]=2)[C:17](=[O:21])[O:16][CH2:15]3)[OH:11])[CH2:5][CH2:4]1.[N:23]1([C:28]2[N:33]=[N:32][C:31]([C:34](O)=[O:35])=[CH:30][CH:29]=2)[CH:27]=[N:26][N:25]=[N:24]1, predict the reaction product. The product is: [OH:11][C@H:10]([C:12]1[C:13]([CH3:22])=[C:14]2[C:18](=[CH:19][CH:20]=1)[C:17](=[O:21])[O:16][CH2:15]2)[CH2:9][N:6]1[CH2:7][CH2:8][CH:3]([NH:2][C:34]([C:31]2[N:32]=[N:33][C:28]([N:23]3[CH:27]=[N:26][N:25]=[N:24]3)=[CH:29][CH:30]=2)=[O:35])[CH2:4][CH2:5]1. (4) Given the reactants Br[C:2]1[CH:8]=[CH:7][C:5]([NH2:6])=[C:4]([F:9])[CH:3]=1.[B:10]1([B:10]2[O:14][C:13]([CH3:16])([CH3:15])[C:12]([CH3:18])([CH3:17])[O:11]2)[O:14][C:13]([CH3:16])([CH3:15])[C:12]([CH3:18])([CH3:17])[O:11]1.C([O-])(=O)C.[K+], predict the reaction product. The product is: [F:9][C:4]1[CH:3]=[CH:2][CH:8]=[CH:7][C:5]=1[NH:6][B:10]1[O:14][C:13]([CH3:16])([CH3:15])[C:12]([CH3:18])([CH3:17])[O:11]1.